Predict the product of the given reaction. From a dataset of Forward reaction prediction with 1.9M reactions from USPTO patents (1976-2016). (1) Given the reactants Br[C:2]1[CH:15]=[CH:14][C:13]2[C:4](=[C:5]([C:26]3[CH:35]=[CH:34][C:33]4[C:28](=[CH:29][CH:30]=[CH:31][CH:32]=4)[CH:27]=3)[C:6]3[C:11]([C:12]=2[C:16]2[CH:25]=[CH:24][C:23]4[C:18](=[CH:19][CH:20]=[CH:21][CH:22]=4)[CH:17]=2)=[CH:10][CH:9]=[CH:8][CH:7]=3)[CH:3]=1.[CH3:51][C:46]1([CH3:52])[C:47]([CH3:50])([CH3:49])[O:48][B:44]([B:44]2[O:48][C:47]([CH3:50])([CH3:49])[C:46]([CH3:52])([CH3:51])[O:45]2)[O:45]1.C([O-])(=O)C.[K+], predict the reaction product. The product is: [CH:27]1[C:28]2[C:33](=[CH:32][CH:31]=[CH:30][CH:29]=2)[CH:34]=[CH:35][C:26]=1[C:5]1[C:4]2[C:13]([C:12]([C:16]3[CH:25]=[CH:24][C:23]4[C:18](=[CH:19][CH:20]=[CH:21][CH:22]=4)[CH:17]=3)=[C:11]3[C:6]=1[CH:7]=[C:8]([B:44]1[O:45][C:46]([CH3:51])([CH3:52])[C:47]([CH3:49])([CH3:50])[O:48]1)[CH:9]=[CH:10]3)=[CH:14][CH:15]=[CH:2][CH:3]=2. (2) The product is: [ClH:26].[ClH:26].[CH3:23][N:22]([CH3:24])[C:21](=[S:25])[C:17]1[CH:18]=[CH:19][CH:20]=[C:15]([CH2:14][N:11]2[CH2:10][CH2:9][NH:8][CH2:13][CH2:12]2)[CH:16]=1. Given the reactants C(OC([N:8]1[CH2:13][CH2:12][N:11]([CH2:14][C:15]2[CH:20]=[CH:19][CH:18]=[C:17]([C:21](=[S:25])[N:22]([CH3:24])[CH3:23])[CH:16]=2)[CH2:10][CH2:9]1)=O)(C)(C)C.[ClH:26], predict the reaction product. (3) The product is: [Cl:8][C:6]1[CH:5]=[C:4]([N:13]2[CH2:14][CH2:15][CH2:16][CH:12]2[C:11]([F:18])([F:17])[F:10])[N:3]=[C:2]([NH2:1])[N:7]=1. Given the reactants [NH2:1][C:2]1[N:7]=[C:6]([Cl:8])[CH:5]=[C:4](Cl)[N:3]=1.[F:10][C:11]([F:18])([F:17])[CH:12]1[CH2:16][CH2:15][CH2:14][NH:13]1.CCN(C(C)C)C(C)C, predict the reaction product. (4) Given the reactants C([C:4]1[CH:9]=[C:8]([O:10][C:11]2[CH:16]=[CH:15][C:14]([NH:17][C:18]3[C:23]([C:24]([NH:26][C:27]4[CH:32]=[CH:31][C:30]([F:33])=[CH:29][C:28]=4[F:34])=[O:25])=[CH:22][N:21]=[C:20]([N:35]4[CH2:40][CH2:39][O:38][CH2:37][CH2:36]4)[N:19]=3)=[CH:13][C:12]=2[F:41])[CH:7]=[CH:6][N:5]=1)(=O)N.[ClH:42].[NH2:43]C1C=C(OC2C=CC(NC3N=CC=CC=3C(NC3C=CC(F)=CC=3F)=O)=CC=2F)C=CN=1, predict the reaction product. The product is: [ClH:42].[ClH:42].[ClH:42].[NH2:43][C:4]1[CH:9]=[C:8]([O:10][C:11]2[CH:16]=[CH:15][C:14]([NH:17][C:18]3[C:23]([C:24]([NH:26][C:27]4[CH:32]=[CH:31][C:30]([F:33])=[CH:29][C:28]=4[F:34])=[O:25])=[CH:22][N:21]=[C:20]([N:35]4[CH2:40][CH2:39][O:38][CH2:37][CH2:36]4)[N:19]=3)=[CH:13][C:12]=2[F:41])[CH:7]=[CH:6][N:5]=1.